Task: Predict the reactants needed to synthesize the given product.. Dataset: Full USPTO retrosynthesis dataset with 1.9M reactions from patents (1976-2016) Given the product [Cl:28][C:23]1[CH:22]=[C:21]([CH:26]=[CH:25][C:24]=1[F:27])[CH2:20][N:16]1[CH2:17][CH2:18][C:19]2[C:14](=[C:13]([OH:30])[C:12](=[O:32])[N:11]3[CH2:33][CH2:34][CH2:35][CH2:36][N:8]([CH2:7][C:6]([OH:38])=[O:5])[C:9](=[O:37])[C:10]3=2)[C:15]1=[O:29], predict the reactants needed to synthesize it. The reactants are: C([O:5][C:6](=[O:38])[CH2:7][N:8]1[CH2:36][CH2:35][CH2:34][CH2:33][N:11]2[C:12](=[O:32])[C:13]([O:30]C)=[C:14]3[C:19]([CH2:18][CH2:17][N:16]([CH2:20][C:21]4[CH:26]=[CH:25][C:24]([F:27])=[C:23]([Cl:28])[CH:22]=4)[C:15]3=[O:29])=[C:10]2[C:9]1=[O:37])(C)(C)C.Br.